This data is from Catalyst prediction with 721,799 reactions and 888 catalyst types from USPTO. The task is: Predict which catalyst facilitates the given reaction. (1) Reactant: Cl[C:2](Cl)([O:4]C(=O)OC(Cl)(Cl)Cl)Cl.[Cl:13][C:14]1[C:19]([C:20]2[CH:25]=[CH:24][C:23]([Cl:26])=[CH:22][CH:21]=2)=[CH:18][N:17]=[N:16][C:15]=1[NH:27][NH2:28].ClC1N=NC=C(C2C=CC(Cl)=CC=2)C=1NN. Product: [Cl:13][C:14]1[C:15]2[N:16]([C:2](=[O:4])[NH:28][N:27]=2)[N:17]=[CH:18][C:19]=1[C:20]1[CH:21]=[CH:22][C:23]([Cl:26])=[CH:24][CH:25]=1. The catalyst class is: 1. (2) Reactant: [Cl:1][C:2]1[CH:3]=[C:4]([C:8]([C:13]2[N:21](S(C3C=CC=CC=3)(=O)=O)[C:16]3=[N:17][CH:18]=[CH:19][CH:20]=[C:15]3[CH:14]=2)=[CH:9][CH:10]([CH3:12])[CH3:11])[CH:5]=[CH:6][CH:7]=1.[OH-].[Na+]. Product: [Cl:1][C:2]1[CH:3]=[C:4]([C:8]([C:13]2[NH:21][C:16]3=[N:17][CH:18]=[CH:19][CH:20]=[C:15]3[CH:14]=2)=[CH:9][CH:10]([CH3:12])[CH3:11])[CH:5]=[CH:6][CH:7]=1. The catalyst class is: 199. (3) Reactant: [CH3:1][CH:2]([CH3:33])[CH2:3][C@H:4]([NH:25][C:26](=[O:32])[O:27][C:28]([CH3:31])([CH3:30])[CH3:29])[CH2:5][O:6][C:7]1[CH:8]=[CH:9][C:10]2[C:20]3[C:15](=[CH:16][N:17]=[CH:18][CH:19]=3)[CH:14]([C:21]([F:24])([F:23])[F:22])[O:13][C:11]=2[CH:12]=1.C1C(=O)N([Cl:41])C(=O)C1. Product: [Cl:41][C:8]1[C:7]([O:6][CH2:5][C@@H:4]([NH:25][C:26](=[O:32])[O:27][C:28]([CH3:31])([CH3:30])[CH3:29])[CH2:3][CH:2]([CH3:33])[CH3:1])=[CH:12][C:11]2[O:13][CH:14]([C:21]([F:22])([F:23])[F:24])[C:15]3[C:20]([C:10]=2[CH:9]=1)=[CH:19][CH:18]=[N:17][CH:16]=3. The catalyst class is: 10. (4) Reactant: [Cl:1][C:2]1[CH:38]=[CH:37][C:5]([O:6][CH2:7][C:8]([N:10]2[CH2:15][CH2:14][N:13]([C:16]3[C:17]4[CH:29]=[C:28]([C:30]5[CH:35]=[CH:34][C:33]([F:36])=[CH:32][CH:31]=5)[S:27][C:18]=4[N:19]=[C:20]([C:22]([O:24]CC)=[O:23])[N:21]=3)[CH2:12][CH2:11]2)=[O:9])=[CH:4][CH:3]=1.Cl. Product: [Cl:1][C:2]1[CH:3]=[CH:4][C:5]([O:6][CH2:7][C:8]([N:10]2[CH2:11][CH2:12][N:13]([C:16]3[C:17]4[CH:29]=[C:28]([C:30]5[CH:35]=[CH:34][C:33]([F:36])=[CH:32][CH:31]=5)[S:27][C:18]=4[N:19]=[C:20]([C:22]([OH:24])=[O:23])[N:21]=3)[CH2:14][CH2:15]2)=[O:9])=[CH:37][CH:38]=1. The catalyst class is: 71.